From a dataset of Forward reaction prediction with 1.9M reactions from USPTO patents (1976-2016). Predict the product of the given reaction. (1) Given the reactants [NH2:1][C:2](=[O:8])/[C:3](/[C:6]#[N:7])=[N:4]/[OH:5].N1C=CC=CC=1.[C:15]1([CH3:25])[CH:20]=[CH:19][C:18]([S:21](Cl)(=[O:23])=[O:22])=[CH:17][CH:16]=1, predict the reaction product. The product is: [NH2:1][C:2](=[O:8])/[C:3](/[C:6]#[N:7])=[N:4]/[O:5][S:21]([C:18]1[CH:19]=[CH:20][C:15]([CH3:25])=[CH:16][CH:17]=1)(=[O:23])=[O:22]. (2) Given the reactants [OH-:1].[K+].[CH:3]([O:6][C:7]1[CH:15]=[C:14]([O:16][CH:17]([CH3:19])[CH3:18])[CH:13]=[C:12]2[C:8]=1[C:9](=[O:21])C(=O)[NH:11]2)([CH3:5])[CH3:4].OO.Cl, predict the reaction product. The product is: [NH2:11][C:12]1[CH:13]=[C:14]([O:16][CH:17]([CH3:18])[CH3:19])[CH:15]=[C:7]([O:6][CH:3]([CH3:4])[CH3:5])[C:8]=1[C:9]([OH:21])=[O:1]. (3) Given the reactants [CH3:1][O:2][C:3](=[O:17])/[CH:4]=[CH:5]/[C:6]1[CH:11]=[CH:10][C:9]([CH:12]2[CH2:16][CH2:15][CH2:14][NH:13]2)=[CH:8][CH:7]=1.[C:18](#[N:21])[CH:19]=[CH2:20], predict the reaction product. The product is: [CH3:1][O:2][C:3](=[O:17])/[CH:4]=[CH:5]/[C:6]1[CH:11]=[CH:10][C:9]([CH:12]2[CH2:16][CH2:15][CH2:14][N:13]2[CH2:20][CH2:19][C:18]#[N:21])=[CH:8][CH:7]=1. (4) Given the reactants [C:1]([C:5]1[CH:9]=[C:8]([NH:10][C:11]([NH:13][C@@H:14]2[C:23]3[C:18](=[CH:19][CH:20]=[CH:21][CH:22]=3)[C@H:17]([O:24][C:25]3[CH:26]=[CH:27][C:28]4[N:29]([C:31]([N:34]5[CH2:39][CH2:38][CH2:37][CH2:36][C@@H:35]5[CH3:40])=[N:32][N:33]=4)[CH:30]=3)[CH2:16][CH2:15]2)=[O:12])[N:7]([C:41]2[CH:42]=[C:43]([CH:50]=[CH:51][CH:52]=2)[CH2:44][O:45]S(C)(=O)=O)[N:6]=1)([CH3:4])([CH3:3])[CH3:2].[CH3:53]CN(C(C)C)C(C)C.[CH3:62][O:63][CH2:64][CH2:65][NH:66][CH3:67], predict the reaction product. The product is: [CH:44]([OH:45])=[O:63].[C:1]([C:5]1[CH:9]=[C:8]([NH:10][C:11]([NH:13][C@@H:14]2[C:23]3[C:18](=[CH:19][CH:20]=[CH:21][CH:22]=3)[C@H:17]([O:24][C:25]3[CH:26]=[CH:27][C:28]4[N:29]([C:31]([N:34]5[CH2:39][CH2:38][CH2:37][CH2:36][C@@H:35]5[CH3:40])=[N:32][N:33]=4)[CH:30]=3)[CH2:16][CH2:15]2)=[O:12])[N:7]([C:41]2[CH:42]=[CH:43][CH:50]=[C:51]([CH2:67][N:66]([CH2:65][CH2:64][O:63][CH3:62])[CH3:53])[CH:52]=2)[N:6]=1)([CH3:2])([CH3:3])[CH3:4]. (5) The product is: [Cl:20][C:21]1[CH:26]=[CH:25][CH:24]=[CH:23][C:22]=1[CH:27]([N:30]([CH3:32])[CH3:31])[CH2:28][NH:29][C:3]1[S:4]/[C:5](=[CH:9]\[C:10]2[CH:11]=[C:12]3[C:17](=[CH:18][CH:19]=2)[N:16]=[CH:15][CH:14]=[CH:13]3)/[C:6](=[O:8])[N:7]=1. Given the reactants CS[C:3]1[S:4]/[C:5](=[CH:9]\[C:10]2[CH:11]=[C:12]3[C:17](=[CH:18][CH:19]=2)[N:16]=[CH:15][CH:14]=[CH:13]3)/[C:6](=[O:8])[N:7]=1.[Cl:20][C:21]1[CH:26]=[CH:25][CH:24]=[CH:23][C:22]=1[CH:27]([N:30]([CH3:32])[CH3:31])[CH2:28][NH2:29].CCN(C(C)C)C(C)C, predict the reaction product. (6) Given the reactants Br[C:2]1[CH:3]=[C:4]([C@@H:8]2[C@@H:12]([C:13]3[CH:18]=[CH:17][CH:16]=[CH:15][C:14]=3[F:19])[O:11][C:10](=[O:20])[NH:9]2)[CH:5]=[N:6][CH:7]=1.F[C:22]1[CH:27]=[CH:26][C:25](F)=[CH:24][C:23]=1[C@H:29]1[O:33]C(=O)N[C@@H:30]1[C:35]1[CH:36]=[N:37][CH:38]=[C:39](C#C)C=1.FC1C=CC=CC=1C=O.C(C1C=CC=CC=1)#C.C1(P(C2C=CC=CC=2)C2C=CC=CC=2)C=CC=CC=1, predict the reaction product. The product is: [C:12]([O-:11])(=[O:33])[CH3:13].[NH4+:6].[CH2:36]([NH:37][CH2:38][CH3:39])[CH3:35].[F:19][C:14]1[CH:15]=[CH:16][CH:17]=[CH:18][C:13]=1[C@H:12]1[O:11][C:10](=[O:20])[NH:9][C@@H:8]1[C:4]1[CH:5]=[N:6][CH:7]=[C:2]([C:30]#[C:29][C:23]2[CH:24]=[CH:25][CH:26]=[CH:27][CH:22]=2)[CH:3]=1. (7) The product is: [CH3:1][O:2][C:3]1[CH:10]=[CH:9][C:6]([CH:7]=[N:13][OH:12])=[CH:5][CH:4]=1. Given the reactants [CH3:1][O:2][C:3]1[CH:10]=[CH:9][C:6]([CH:7]=O)=[CH:5][CH:4]=1.Cl.[OH:12][NH2:13].C([O-])(=O)C.[Na+], predict the reaction product. (8) Given the reactants [SH:1][C:2]1[CH:10]=[CH:9][C:8]([C:11]2[CH:16]=[CH:15][C:14]([F:17])=[CH:13][CH:12]=2)=[CH:7][C:3]=1[C:4](O)=O.[NH2:18][C:19]1[CH:24]=[CH:23][CH:22]=[CH:21][C:20]=1[SH:25], predict the reaction product. The product is: [S:25]1[C:20]2[CH:21]=[CH:22][CH:23]=[CH:24][C:19]=2[N:18]=[C:4]1[C:3]1[CH:7]=[C:8]([C:11]2[CH:16]=[CH:15][C:14]([F:17])=[CH:13][CH:12]=2)[CH:9]=[CH:10][C:2]=1[SH:1].